Dataset: Full USPTO retrosynthesis dataset with 1.9M reactions from patents (1976-2016). Task: Predict the reactants needed to synthesize the given product. Given the product [C:32]([O:31][C:29]([C:26]1[CH:25]=[CH:24][C:23]([CH2:22][O:21][CH:16]([CH2:15][C:12]2[CH:11]=[CH:10][C:9]([OH:8])=[CH:14][CH:13]=2)[C:17]([O:19][CH3:20])=[O:18])=[CH:28][CH:27]=1)=[O:30])([CH3:35])([CH3:33])[CH3:34], predict the reactants needed to synthesize it. The reactants are: [Si]([O:8][C:9]1[CH:14]=[CH:13][C:12]([CH2:15][CH:16]([O:21][CH2:22][C:23]2[CH:28]=[CH:27][C:26]([C:29]([O:31][C:32]([CH3:35])([CH3:34])[CH3:33])=[O:30])=[CH:25][CH:24]=2)[C:17]([O:19][CH3:20])=[O:18])=[CH:11][CH:10]=1)(C(C)(C)C)(C)C.[F-].C([N+](CCCC)(CCCC)CCCC)CCC.C(O)(=O)C.